Dataset: Ames mutagenicity test results for genotoxicity prediction. Task: Regression/Classification. Given a drug SMILES string, predict its toxicity properties. Task type varies by dataset: regression for continuous values (e.g., LD50, hERG inhibition percentage) or binary classification for toxic/non-toxic outcomes (e.g., AMES mutagenicity, cardiotoxicity, hepatotoxicity). Dataset: ames. The result is 1 (mutagenic). The drug is O=[N+]([O-])c1ccc(Oc2ccc(N=C=S)cc2)cc1.